This data is from Reaction yield outcomes from USPTO patents with 853,638 reactions. The task is: Predict the reaction yield, written as a fraction of the theoretical maximum amount of product (1.0 means a 100% yield; for example, 0.34 means a 34% yield). (1) The reactants are Cl[C:2]1[N:7]2[N:8]=[CH:9][CH:10]=[C:6]2[C:5]([C:11]#[N:12])=[C:4]([OH:13])[C:3]=1[CH3:14].[CH3:15][CH2:16][O:17][C:18]1[CH:19]=[CH:20][C:21]([NH2:24])=[CH:22][CH:23]=1. The catalyst is CC(O)C.C(OCC)(=O)C. The product is [CH2:16]([O:17][C:18]1[CH:19]=[CH:20][C:21]([NH:24][C:2]2[N:7]3[N:8]=[CH:9][CH:10]=[C:6]3[C:5]([C:11]#[N:12])=[C:4]([OH:13])[C:3]=2[CH3:14])=[CH:22][CH:23]=1)[CH3:15]. The yield is 0.560. (2) The reactants are C([O-])([O-])=O.[Cs+].[Cs+].BrC1C=CC(S([O:17][C@@H:18]2[CH2:22][N:21]([C:23]([O:25][C:26]([CH3:29])([CH3:28])[CH3:27])=[O:24])[C@H:20]([C:30]([O:32][CH3:33])=[O:31])[CH2:19]2)(=O)=O)=CC=1.[Br:34][C:35]1[C:44](O)=[CH:43][C:42]2[C:37](=[CH:38][CH:39]=[C:40]([O:46][CH3:47])[CH:41]=2)[N:36]=1. The catalyst is CN1C(=O)CCC1.CCOC(C)=O. The product is [Br:34][C:35]1[C:44]([O:17][C@H:18]2[CH2:22][N:21]([C:23]([O:25][C:26]([CH3:27])([CH3:28])[CH3:29])=[O:24])[C@H:20]([C:30]([O:32][CH3:33])=[O:31])[CH2:19]2)=[CH:43][C:42]2[C:37](=[CH:38][CH:39]=[C:40]([O:46][CH3:47])[CH:41]=2)[N:36]=1. The yield is 0.702.